Dataset: Reaction yield outcomes from USPTO patents with 853,638 reactions. Task: Predict the reaction yield, written as a fraction of the theoretical maximum amount of product (1.0 means a 100% yield; for example, 0.34 means a 34% yield). (1) The reactants are [CH3:1][O:2][C:3]1[C:4]([CH3:31])=[C:5]([C:22]([O:29][CH3:30])=[C:23]([O:27][CH3:28])[C:24]=1[O:25][CH3:26])[CH2:6][C:7]1[CH:8]=[CH:9][C:10]([C:16]2[CH:21]=[CH:20][N:19]=[CH:18][CH:17]=2)=[C:11]([CH:15]=1)[C:12]([OH:14])=O.[NH:32]1[CH2:37][CH2:36][CH2:35][CH2:34][CH2:33]1.CCN=C=NCCCN(C)C.Cl. The catalyst is C(Cl)Cl.CN(C)C1C=CN=CC=1. The product is [CH3:1][O:2][C:3]1[C:4]([CH3:31])=[C:5]([C:22]([O:29][CH3:30])=[C:23]([O:27][CH3:28])[C:24]=1[O:25][CH3:26])[CH2:6][C:7]1[CH:8]=[CH:9][C:10]([C:16]2[CH:17]=[CH:18][N:19]=[CH:20][CH:21]=2)=[C:11]([CH:15]=1)[C:12]([N:32]1[CH2:37][CH2:36][CH2:35][CH2:34][CH2:33]1)=[O:14]. The yield is 0.670. (2) The reactants are [C:1]([CH2:3][C:4]1[CH:12]=[C:11]([O:13][CH3:14])[C:10]([O:15][CH2:16][CH2:17][O:18][CH3:19])=[CH:9][C:5]=1[C:6](O)=[O:7])#[N:2].[NH2:20][C:21]1[CH:25]=[C:24]([CH3:26])[NH:23][N:22]=1. The catalyst is C(O)(=O)C. The product is [CH3:14][O:13][C:11]1[CH:12]=[C:4]2[C:5](=[CH:9][C:10]=1[O:15][CH2:16][CH2:17][O:18][CH3:19])[C:6]([OH:7])=[N:2][C:1]([NH:20][C:21]1[CH:25]=[C:24]([CH3:26])[NH:23][N:22]=1)=[CH:3]2. The yield is 0.616. (3) The reactants are [CH3:1][O:2][C:3]1[C:4]([CH2:8][CH2:9][OH:10])=[CH:5][S:6][CH:7]=1.N1C=CC=CC=1.[C:17]1([CH3:27])[CH:22]=[CH:21][C:20]([S:23](Cl)(=[O:25])=[O:24])=[CH:19][CH:18]=1. The product is [CH3:1][O:2][C:3]1[C:4]([CH2:8][CH2:9][O:10][S:23]([C:20]2[CH:21]=[CH:22][C:17]([CH3:27])=[CH:18][CH:19]=2)(=[O:25])=[O:24])=[CH:5][S:6][CH:7]=1. The catalyst is C(Cl)Cl. The yield is 0.689.